This data is from Full USPTO retrosynthesis dataset with 1.9M reactions from patents (1976-2016). The task is: Predict the reactants needed to synthesize the given product. (1) Given the product [CH3:66][O:65][C:64]([NH:63][C@@H:59]([CH:60]([CH3:62])[CH3:61])[C:58]([N:54]1[CH2:55][CH2:56][CH2:57][C@H:53]1[C:51]1[NH:52][C:48]([C:9]2[CH:10]=[CH:11][C:12]3[C:21]4[C:16](=[CH:17][C:18]([C:22]5[CH:23]=[CH:24][C:25]6[N:29]=[C:28]([C@H:30]7[CH:35]8[CH2:36][C@H:32]([CH2:33][CH2:34]8)[N:31]7[C:37]([O:39][C:40]([CH3:41])([CH3:43])[CH3:42])=[O:38])[NH:27][C:26]=6[CH:44]=5)=[CH:19][CH:20]=4)[O:15][CH2:14][C:13]=3[CH:45]=2)=[CH:49][N:50]=1)=[O:68])=[O:67], predict the reactants needed to synthesize it. The reactants are: CC1(C)C(C)(C)OB([C:9]2[CH:10]=[CH:11][C:12]3[C:21]4[C:16](=[CH:17][C:18]([C:22]5[CH:23]=[CH:24][C:25]6[N:29]=[C:28]([C@H:30]7[CH:35]8[CH2:36][C@H:32]([CH2:33][CH2:34]8)[N:31]7[C:37]([O:39][C:40]([CH3:43])([CH3:42])[CH3:41])=[O:38])[NH:27][C:26]=6[CH:44]=5)=[CH:19][CH:20]=4)[O:15][CH2:14][C:13]=3[CH:45]=2)O1.Br[C:48]1[NH:52][C:51]([C@@H:53]2[CH2:57][CH2:56][CH2:55][N:54]2[C:58](=[O:68])[C@@H:59]([NH:63][C:64](=[O:67])[O:65][CH3:66])[CH:60]([CH3:62])[CH3:61])=[N:50][CH:49]=1.C(=O)([O-])[O-].[K+].[K+]. (2) Given the product [F:1][C:2]1[CH:7]=[CH:6][C:5]([C:8]2[NH:12][CH:11]=[C:10]([C:13]([NH:36][C:35]3[CH:34]=[CH:33][C:32]([S:29]([CH3:28])(=[O:31])=[O:30])=[CH:38][CH:37]=3)=[O:15])[C:9]=2[CH3:16])=[C:4]([C:17]([F:20])([F:19])[F:18])[CH:3]=1, predict the reactants needed to synthesize it. The reactants are: [F:1][C:2]1[CH:7]=[CH:6][C:5]([C:8]2[NH:12][CH:11]=[C:10]([C:13]([OH:15])=O)[C:9]=2[CH3:16])=[C:4]([C:17]([F:20])([F:19])[F:18])[CH:3]=1.C(Cl)(=O)C(Cl)=O.Cl.[CH3:28][S:29]([C:32]1[CH:38]=[CH:37][C:35]([NH2:36])=[CH:34][CH:33]=1)(=[O:31])=[O:30].C(N(C(C)C)CC)(C)C. (3) Given the product [F:20][C:19]([F:21])([F:22])[C:17]1[CH:18]=[CH:3][C:4]([C:5]([NH2:7])=[O:6])=[CH:15][CH:16]=1, predict the reactants needed to synthesize it. The reactants are: CO[C:3]1[CH:18]=[C:17]([C:19]([F:22])([F:21])[F:20])[CH:16]=[C:15](SC)[C:4]=1[C:5]([NH:7]C1CCCCC1=O)=[O:6].C(O)(=O)C.N1CCCC1.C(O[BH-](OC(=O)C)OC(=O)C)(=O)C.[Na+]. (4) Given the product [C:27]([Cl:30])(=[O:29])[CH3:28].[C:27]([O:19][CH2:18][CH2:17][CH2:16][NH:15][C:6]1[C:5]2[C:10](=[CH:11][C:2]([Br:1])=[CH:3][CH:4]=2)[N:9]=[CH:8][C:7]=1[N+:12]([O-:14])=[O:13])(=[O:29])[CH3:28], predict the reactants needed to synthesize it. The reactants are: [Br:1][C:2]1[CH:11]=[C:10]2[C:5]([C:6]([NH:15][CH2:16][CH2:17][CH2:18][OH:19])=[C:7]([N+:12]([O-:14])=[O:13])[CH:8]=[N:9]2)=[CH:4][CH:3]=1.C(N(CC)CC)C.[C:27]([Cl:30])(=[O:29])[CH3:28]. (5) Given the product [NH2:27][C:24]1[O:25][CH2:26][C:22]2([C:13]3[C:14](=[CH:15][CH:16]=[C:11]([NH:10][C:8]([C:5]4[CH:4]=[CH:3][C:2]([F:1])=[CH:7][N:6]=4)=[O:9])[CH:12]=3)[O:17][CH2:18][C:19]32[CH2:20][CH2:21]3)[N:23]=1, predict the reactants needed to synthesize it. The reactants are: [F:1][C:2]1[CH:3]=[CH:4][C:5]([C:8]([NH:10][C:11]2[CH:12]=[C:13]3[C:22]4([CH2:26][O:25][C:24]([NH:27]C(=O)OC(C)(C)C)=[N:23]4)[C:19]4([CH2:21][CH2:20]4)[CH2:18][O:17][C:14]3=[CH:15][CH:16]=2)=[O:9])=[N:6][CH:7]=1.FC(F)(F)C(O)=O. (6) Given the product [CH:1]([C:4]1[N:9]=[C:8]([CH2:10][OH:11])[CH:7]=[CH:6][CH:5]=1)([CH3:3])[CH3:2], predict the reactants needed to synthesize it. The reactants are: [CH:1]([C:4]1[N:9]=[C:8]([C:10](OCC)=[O:11])[CH:7]=[CH:6][CH:5]=1)([CH3:3])[CH3:2].[H-].[H-].[H-].[H-].[Li+].[Al+3].